This data is from Reaction yield outcomes from USPTO patents with 853,638 reactions. The task is: Predict the reaction yield, written as a fraction of the theoretical maximum amount of product (1.0 means a 100% yield; for example, 0.34 means a 34% yield). The reactants are [C-:1]#[N:2].[Na+].[NH2:4][C:5]1[CH:13]=[CH:12][C:8]([C:9]([OH:11])=[O:10])=[CH:7][CH:6]=1.[C:14]1(=O)[CH2:17][CH2:16][CH2:15]1. The catalyst is C(O)(=O)C. The product is [C:1]([C:14]1([NH:4][C:5]2[CH:13]=[CH:12][C:8]([C:9]([OH:11])=[O:10])=[CH:7][CH:6]=2)[CH2:17][CH2:16][CH2:15]1)#[N:2]. The yield is 0.990.